The task is: Predict the reaction yield, written as a fraction of the theoretical maximum amount of product (1.0 means a 100% yield; for example, 0.34 means a 34% yield).. This data is from Reaction yield outcomes from USPTO patents with 853,638 reactions. (1) The reactants are [CH3:1][O:2][C:3]1[CH:4]=[C:5]2[C:10](=[CH:11][C:12]=1[O:13][CH3:14])[N:9]=[CH:8][N:7]=[C:6]2[N:15]1[CH2:20][CH2:19][C:18]2[NH:21][N:22]=[CH:23][C:17]=2[CH2:16]1.[CH3:24][CH:25]([CH3:30])[CH2:26][C:27](Cl)=[O:28].C(N(CC)C(C)C)(C)C. The catalyst is CN(C)C=O. The product is [CH3:1][O:2][C:3]1[CH:4]=[C:5]2[C:10](=[CH:11][C:12]=1[O:13][CH3:14])[N:9]=[CH:8][N:7]=[C:6]2[N:15]1[CH2:20][CH2:19][C:18]2[N:21]([C:27](=[O:28])[CH2:26][CH:25]([CH3:30])[CH3:24])[N:22]=[CH:23][C:17]=2[CH2:16]1. The yield is 0.200. (2) The reactants are Cl[CH2:2][C:3]1[C:11]2[C:6](=[CH:7][N:8]=[C:9]([C:12]([O:14][CH3:15])=[O:13])[CH:10]=2)[N:5]([CH2:16][C:17]2[CH:22]=[CH:21][C:20]([F:23])=[CH:19][C:18]=2[F:24])[CH:4]=1.[CH3:25][O:26][CH2:27][CH2:28][O:29][CH2:30][CH2:31][OH:32].CCN(C(C)C)C(C)C. The catalyst is CN(C=O)C. The product is [F:24][C:18]1[CH:19]=[C:20]([F:23])[CH:21]=[CH:22][C:17]=1[CH2:16][N:5]1[C:6]2=[CH:7][N:8]=[C:9]([C:12]([O:14][CH3:15])=[O:13])[CH:10]=[C:11]2[C:3]([CH2:2][O:32][CH2:31][CH2:30][O:29][CH2:28][CH2:27][O:26][CH3:25])=[CH:4]1.[CH3:25][O:26][CH2:27][CH2:28][O:29][CH2:30][CH2:31][OH:32]. The yield is 0.780.